Dataset: Full USPTO retrosynthesis dataset with 1.9M reactions from patents (1976-2016). Task: Predict the reactants needed to synthesize the given product. (1) Given the product [CH3:35][C:33]1[N:34]=[C:30]([S:29][CH2:2][CH2:3][CH:4]([C:9]2[S:10][C:11]3[CH:18]=[C:17]([C:19]([F:22])([F:21])[F:20])[CH:16]=[CH:15][C:12]=3[C:13]=2[CH3:14])[CH2:5][CH2:6][CH2:7][CH3:8])[S:31][C:32]=1[CH2:36][C:37]([O:39][CH2:40][CH3:41])=[O:38], predict the reactants needed to synthesize it. The reactants are: Br[CH2:2][CH2:3][CH:4]([C:9]1[S:10][C:11]2[CH:18]=[C:17]([C:19]([F:22])([F:21])[F:20])[CH:16]=[CH:15][C:12]=2[C:13]=1[CH3:14])[CH2:5][CH2:6][CH2:7][CH3:8].C(=O)([O-])[O-].[Cs+].[Cs+].[SH:29][C:30]1[S:31][C:32]([CH2:36][C:37]([O:39][CH2:40][CH3:41])=[O:38])=[C:33]([CH3:35])[N:34]=1. (2) Given the product [CH3:26][C:12]1[C:11](=[O:27])[C:10]2[C:15](=[C:16]([C:17](=[O:19])[CH:18]=[CH:34][C:33]3[CH:36]=[C:37]([O:41][CH3:42])[C:38]([O:39][CH3:40])=[C:31]([O:30][CH3:29])[CH:32]=3)[C:7]([O:6][CH2:5][C:4]([CH3:3])=[CH2:28])=[CH:8][CH:9]=2)[O:14][C:13]=1[C:20]1[CH:21]=[CH:22][CH:23]=[CH:24][CH:25]=1, predict the reactants needed to synthesize it. The reactants are: [OH-].[K+].[CH3:3][C:4](=[CH2:28])[CH2:5][O:6][C:7]1[C:16]([C:17](=[O:19])[CH3:18])=[C:15]2[C:10]([C:11](=[O:27])[C:12]([CH3:26])=[C:13]([C:20]3[CH:25]=[CH:24][CH:23]=[CH:22][CH:21]=3)[O:14]2)=[CH:9][CH:8]=1.[CH3:29][O:30][C:31]1[CH:32]=[C:33]([CH:36]=[C:37]([O:41][CH3:42])[C:38]=1[O:39][CH3:40])[CH:34]=O.